From a dataset of Forward reaction prediction with 1.9M reactions from USPTO patents (1976-2016). Predict the product of the given reaction. (1) Given the reactants [OH:1][C:2]1[CH:3]=[C:4]([Br:11])[CH:5]=[C:6]([CH:10]=1)[C:7]([OH:9])=[O:8].C([O-])([O-])=O.[K+].[K+].[CH:18]1[CH:23]=[CH:22][C:21]([CH2:24]Br)=[CH:20][CH:19]=1.Cl, predict the reaction product. The product is: [CH2:24]([O:1][C:2]1[CH:10]=[C:6]([CH:5]=[C:4]([Br:11])[CH:3]=1)[C:7]([OH:9])=[O:8])[C:21]1[CH:22]=[CH:23][CH:18]=[CH:19][CH:20]=1. (2) Given the reactants [CH2:1]([N:3]1[C:7]([CH3:8])=[C:6]([CH:9]=O)[CH:5]=[N:4]1)[CH3:2].Cl.Cl.[Cl:13][C:14]1[C:15]([N:20]2[CH2:25][CH2:24][NH:23][CH2:22][CH2:21]2)=[N:16][CH:17]=[CH:18][N:19]=1.C(N(CC)CC)C.C(O[BH-](OC(=O)C)OC(=O)C)(=O)C.[Na+], predict the reaction product. The product is: [Cl:13][C:14]1[C:15]([N:20]2[CH2:21][CH2:22][N:23]([CH2:9][C:6]3[CH:5]=[N:4][N:3]([CH2:1][CH3:2])[C:7]=3[CH3:8])[CH2:24][CH2:25]2)=[N:16][CH:17]=[CH:18][N:19]=1. (3) Given the reactants [F:1][C:2]([F:26])([F:25])[CH:3]([C:16]1[CH:21]=[C:20]([Cl:22])[C:19]([Cl:23])=[C:18]([Cl:24])[CH:17]=1)/[CH:4]=[CH:5]/[C:6]1[CH:7]=[C:8]2[C:12](=[CH:13][CH:14]=1)[C:11](=O)[CH2:10][CH2:9]2.C([O-])(=O)C.[NH4+].C([BH3-])#[N:33].[Na+], predict the reaction product. The product is: [F:1][C:2]([F:26])([F:25])[CH:3]([C:16]1[CH:21]=[C:20]([Cl:22])[C:19]([Cl:23])=[C:18]([Cl:24])[CH:17]=1)/[CH:4]=[CH:5]/[C:6]1[CH:7]=[C:8]2[C:12](=[CH:13][CH:14]=1)[CH:11]([NH2:33])[CH2:10][CH2:9]2. (4) Given the reactants [NH:1]1[C:5]2[CH:6]=[CH:7][CH:8]=[CH:9][C:4]=2[N:3]=[C:2]1[C:10]1[C:14]([NH2:15])=[CH:13][NH:12][N:11]=1.[CH:16]1([C:21](Cl)=[O:22])[CH2:20][CH2:19][CH2:18][CH2:17]1.N1C2C=CC=CC=2N=C1C1C(NC(=O)C(C)C)=CNN=1, predict the reaction product. The product is: [NH:3]1[C:4]2[CH:9]=[CH:8][CH:7]=[CH:6][C:5]=2[N:1]=[C:2]1[C:10]1[C:14]([NH:15][C:21]([CH:16]2[CH2:20][CH2:19][CH2:18][CH2:17]2)=[O:22])=[CH:13][NH:12][N:11]=1. (5) Given the reactants [NH2:1][C:2]1[C:3]([CH3:8])=[CH:4][CH:5]=[CH:6][CH:7]=1.[CH3:9][C:10]1[CH:15]=[CH:14][C:13]([N+:16]([O-:18])=[O:17])=[CH:12][C:11]=1[S:19](Cl)(=[O:21])=[O:20], predict the reaction product. The product is: [CH3:8][C:3]1[CH:4]=[CH:5][CH:6]=[CH:7][C:2]=1[NH:1][S:19]([C:11]1[CH:12]=[C:13]([N+:16]([O-:18])=[O:17])[CH:14]=[CH:15][C:10]=1[CH3:9])(=[O:20])=[O:21].